Task: Predict which catalyst facilitates the given reaction.. Dataset: Catalyst prediction with 721,799 reactions and 888 catalyst types from USPTO (1) Product: [Br:1][C:2]1[CH:7]=[CH:6][N:5]2[C:8]([C:11]([NH:13][C:14]3[CH:15]=[C:16]([C:17](=[O:18])[NH:39][CH2:38][C:33]4[CH:34]=[CH:35][CH:36]=[CH:37][C:32]=4[N:29]4[CH2:28][CH2:27][N:26]([CH3:25])[CH2:31][CH2:30]4)[CH:21]=[CH:22][C:23]=3[CH3:24])=[O:12])=[CH:9][N:10]=[C:4]2[CH:3]=1. Reactant: [Br:1][C:2]1[CH:7]=[CH:6][N:5]2[C:8]([C:11]([NH:13][C:14]3[CH:15]=[C:16]([CH:21]=[CH:22][C:23]=3[CH3:24])[C:17](OC)=[O:18])=[O:12])=[CH:9][N:10]=[C:4]2[CH:3]=1.[CH3:25][N:26]1[CH2:31][CH2:30][N:29]([C:32]2[CH:37]=[CH:36][CH:35]=[CH:34][C:33]=2[CH2:38][NH2:39])[CH2:28][CH2:27]1.CCCC(C)C. The catalyst class is: 260. (2) Reactant: [CH2:1]([N:8]([C:13]1[CH:18]=[CH:17][C:16]([F:19])=[C:15]([Cl:20])[CH:14]=1)[CH:9]([CH3:12])[CH2:10]O)[C:2]1[CH:7]=[CH:6][CH:5]=[CH:4][CH:3]=1.C(N(CC)CC)C.S([Cl:38])(C1C=CC(C)=CC=1)(=O)=O. Product: [CH2:1]([N:8]([CH:9]([CH3:12])[CH2:10][Cl:38])[C:13]1[CH:18]=[CH:17][C:16]([F:19])=[C:15]([Cl:20])[CH:14]=1)[C:2]1[CH:7]=[CH:6][CH:5]=[CH:4][CH:3]=1. The catalyst class is: 2. (3) Reactant: [NH:1]1[CH2:7][CH2:6][CH2:5][CH2:4][CH2:3][C:2]1=[N:8]O/C(=C/C(OC)=O)/C(OC)=O.N1CCCCCC1=N[O:28]/[C:29](=[CH:34]\[C:35]([O:37][CH3:38])=[O:36])/[C:30](OC)=[O:31]. Product: [OH:28][C:29]1[C:30](=[O:31])[N:1]2[CH2:7][CH2:6][CH2:5][CH2:4][CH2:3][C:2]2=[N:8][C:34]=1[C:35]([O:37][CH3:38])=[O:36]. The catalyst class is: 673. (4) Reactant: [OH:1][C:2]1[CH:3]=[C:4]([CH:9]=[C:10]([OH:12])[CH:11]=1)[C:5]([O:7][CH3:8])=[O:6].[C:13]1([CH3:23])[CH:18]=[CH:17][C:16](S([O-])(=O)=O)=CC=1.[NH+]1C=CC=CC=1.[O:30]1[CH:35]=[CH:34][CH2:33][CH2:32][CH2:31]1.[OH-:36].[Na+]. Product: [O:30]1[CH2:31][CH2:32][CH2:33][CH2:34][CH:35]1[O:1][C:2]1[CH:3]=[C:4]([CH:9]=[C:10]([O:12][CH:16]2[CH2:17][CH2:18][CH2:13][CH2:23][O:36]2)[CH:11]=1)[C:5]([O:7][CH3:8])=[O:6]. The catalyst class is: 20. (5) Reactant: [Cl:1][C:2]1[C:12]([O:13][CH3:14])=[CH:11][C:5]([O:6][CH2:7][CH:8]2[CH2:10][O:9]2)=[C:4]([N+:15]([O-:17])=[O:16])[CH:3]=1.[Cl:18][C:19]1[CH:31]=[CH:30][C:22]([O:23][CH:24]2[CH2:29][CH2:28][NH:27][CH2:26][CH2:25]2)=[CH:21][CH:20]=1. Product: [Cl:1][C:2]1[C:12]([O:13][CH3:14])=[CH:11][C:5]([O:6][CH2:7][CH:8]([OH:9])[CH2:10][N:27]2[CH2:26][CH2:25][CH:24]([O:23][C:22]3[CH:30]=[CH:31][C:19]([Cl:18])=[CH:20][CH:21]=3)[CH2:29][CH2:28]2)=[C:4]([N+:15]([O-:17])=[O:16])[CH:3]=1. The catalyst class is: 6.